From a dataset of Full USPTO retrosynthesis dataset with 1.9M reactions from patents (1976-2016). Predict the reactants needed to synthesize the given product. Given the product [Cl:12][C:7]1[C:8]([O:10][CH3:11])=[CH:9][C:4]([C:3]([OH:13])=[O:2])=[CH:5][N:6]=1, predict the reactants needed to synthesize it. The reactants are: C[O:2][C:3](=[O:13])[C:4]1[CH:9]=[C:8]([O:10][CH3:11])[C:7]([Cl:12])=[N:6][CH:5]=1.[OH-].[Na+].Cl.